This data is from Full USPTO retrosynthesis dataset with 1.9M reactions from patents (1976-2016). The task is: Predict the reactants needed to synthesize the given product. Given the product [ClH:43].[CH:24]([C:20]1[CH:2]=[CH:3][C:4]([CH2:5][O:6][NH2:7])=[CH:18][CH:19]=1)([CH3:42])[CH3:25], predict the reactants needed to synthesize it. The reactants are: F[C:2]1[CH:3]=[C:4]([CH:18]=[C:19](F)[CH:20]=1)[CH2:5][O:6][N:7]1C(=O)C2=CC=CC=C2C1=O.CO[C:24]1[CH:42]=CC(CON2C(=O)C3=CC=CC=C3C2=O)=C[CH:25]=1.[Cl:43]CCl.